Dataset: Reaction yield outcomes from USPTO patents with 853,638 reactions. Task: Predict the reaction yield, written as a fraction of the theoretical maximum amount of product (1.0 means a 100% yield; for example, 0.34 means a 34% yield). The reactants are [NH:1]1[C:9]2[C:4](=[CH:5][CH:6]=[CH:7][CH:8]=2)[C:3](/[CH:10]=[CH:11]/[C:12]2[CH:25]=[CH:24][C:15]([C:16]([N:18]3[CH2:23][CH2:22][NH:21][CH2:20][CH2:19]3)=[O:17])=[CH:14][CH:13]=2)=[N:2]1.[CH:26]([O:29][C:30]1[C:31](=O)[C:32](=[O:38])[C:33]=1[O:34]C(C)C)([CH3:28])[CH3:27].C(N(CC)CC)C. The catalyst is CO. The product is [NH:1]1[C:9]2[C:4](=[CH:5][CH:6]=[CH:7][CH:8]=2)[C:3](/[CH:10]=[CH:11]/[C:12]2[CH:13]=[CH:14][C:15]([C:16]([N:18]3[CH2:23][CH2:22][N:21]([C:31]4[C:32](=[O:38])[C:33](=[O:34])[C:30]=4[O:29][CH:26]([CH3:28])[CH3:27])[CH2:20][CH2:19]3)=[O:17])=[CH:24][CH:25]=2)=[N:2]1. The yield is 0.810.